Task: Regression/Classification. Given an antibody's heavy chain and light chain sequences, predict its developability. TAP uses regression for 5 developability metrics; SAbDab uses binary classification.. Dataset: Antibody developability classification from SAbDab with 2,409 antibodies (1) The antibody is ['DVKLVESGGGLVKLGGSLKLSCAASGFTFSSYFLSWVRQTPEKRLELVATINSNGDKTYHPDTMKGRFTISRDNAKNTLYLQMSSLKSEDTALYYCARRDSSASLYFDYWGQGTTLTVSS', 'DVVMTQTPLSLPVSLGDPASISCRSSQSLVHSNGNTYLHWYLQKPGQSPKLLIYKVSNRFSGVPDKFSGSGSGTDFTLKISRVEAEDQGVYFCSQSTHVPWTFGGGTKLEIK']. Result: 0 (not developable). (2) Result: 0 (not developable). The antibody is ['DVQLQESGPSLVKPSQTLSLTCSVTGDSITSDFWSWIRKFPGNRLEYMGYVSYSGSTYYNPSLKSRISITRDTSKNQYYLDLNSVTTEDTATYYCANWDGDYWGQGTLVTVSA', 'DIVLTQSPATLSVTPGNSVSLSCRASQSIGNNLHWYQQKSHESPRLLIKYASQSISGIPSRFSGSGSGTDFTLSINSVETEDFGMYFCQQSNSWPYTFGGGTKLEIK']. (3) The antibody is ['EEQLKESGGRLVAPGTPLTLTCTVSGFDISDYAMIWVRQAPGKGLEWIGIIYGVINDLAYAKWAKGRFTISRTSTTVDLKITSPTTEDTATYFCARGYGSMDGYDRLNLWGQGTLVTVSS', 'AAVLTQTPSPVSAAVGGTVTISCRSRQRVYLGDWLSWFQKKPGQPPKLLIYDASFRGDGVSSRFSGSGSGTHFTLTISGVQCDDAATYYCLGGYYDDADDTFGGGTEVVVK']. Result: 0 (not developable). (4) The antibody is ['EVKLVESGGGLVQPGGSLRLSCGTSGFTLTDDYMTWVRQPPGKALEWLGFIRDRANGYTTEYSASVKGRFTISRDNSQSIVYLQMNTLRVEDSATYYCARPKGYFPYAMDYWGQGTSVIVSS', 'DIQMTQSPASQSASLGESVTITCLASQTIGTWLAWYQQKPGKSPQLLIYAATSLADGVPSRFSGSGSGTKFSFKISSLQAEDFVSYYCQQLYSTPWTFGGGTRLEIK']. Result: 0 (not developable). (5) The antibody is ['QVTLKESGPGILKPSQTLSLTCSLSGFSLRTSGMGVGWIRQPSGKGLEWLAHIWWDDDKNYNPSLKSQLTISKDTSRNQVFLKITSVDTADTATYYCVRRAHNVVLGDWFAYWGQGTLVTVSA', 'DVLMTQTPLSLPVSLGDQASISCRSSQSIVHSNGNTYLEWYLQKPGQSPKLLIYKVSNRFSGVPDRFSGSGSGTDFTLKISRVEAEDLGVYYCFQGSHVPLTFGAGTKLEIK']. Result: 0 (not developable). (6) The antibody is ['QVQLQESGGGLVQPRGSLKLSCAASGFTFNTDAMNWVRQAPGKGLEWVARIRSKGFNFATYYADSVRDRFTISRDDSQSMLYLQMNNLKTEDTGIYYCVRGRDGEAMDYWGQGTTLTVSS', 'DIQLTQSPSSLAVSAGEKVTMNCKSSQNLLHSITRKNYLAWYRQKPGQSPKLLIYWASTRGSGVPDRFTGSGSGTDFTLTISSVQAEDLAVYYCKQSYNLYTFGGGTKLEIK']. Result: 1 (developable). (7) The antibody is ['QVQLQESGPGLVKPSQTLSLTCTVSGGSISSGDYYWSWIRQPPGKGLEWIGYIYYSGSTDYNPSLKSRVTMSVDTSKNQFSLKVNSVTAADTAVYYCARVSIFGVGTFDYWGQGTLVTVSS', 'EIVMTQSPATLSLSPGERATLSCRASQSVSSYLAWYQQKPGQAPRLLIYDASNRATGIPARFSGSGSGTDFTLTISSLEPEDFAVYYCHQYGSTPLTFGGGTKAEIK']. Result: 0 (not developable). (8) The antibody is ['QVQLQESGPGLVKPSETLSLTCAVSGDSISSNYWSWIRQPPGKGLEWIGRFSGSGGSTDFNPSLKSRVTISTDTSKNQFSLNLRSVTAADTAVYYCAKTYSGTFDYWGQGVLVTVSS', 'DIQMTQSPSSLSASVGDRVTITCRASQDINNYLSWYQQKPGKAPKPLIYYASSLETGVPSRFSGSRSGTDYTLTISSLQLEDFATYYCQQYNNSPYSFGQGTKVEIK']. Result: 1 (developable). (9) The antibody is ['QIQLVQSGPELKKPGETVKISCKASGYTFTDFSMHWVNQAPGKGLNWMGWVNTETGEPTYADDFKGRFAFSLETSASTAYLQINSLKNEDTATYFCARFLLRQYFDVWGAGTTVTVSS', 'DIVMSQSPSSLAVSAGEKVTMSCKSSQSLLNSRTRKNYLAWYQQKPGQSPKVLIYWASTRESGVPDRFTGRGSGTDFTLTISSVQAEDQAVYYCKQAYIPPLTFGAGTKLELK']. Result: 0 (not developable).